Dataset: Catalyst prediction with 721,799 reactions and 888 catalyst types from USPTO. Task: Predict which catalyst facilitates the given reaction. (1) Reactant: [Cl:1][C:2]1[CH:3]=[C:4]([CH:6]=[CH:7][C:8]=1[O:9][C:10]1[CH:15]=[CH:14][CH:13]=[CH:12][CH:11]=1)[NH2:5].[C:16](N1C=CN=C1)(N1C=CN=C1)=[S:17]. Product: [Cl:1][C:2]1[CH:3]=[C:4]([N:5]=[C:16]=[S:17])[CH:6]=[CH:7][C:8]=1[O:9][C:10]1[CH:15]=[CH:14][CH:13]=[CH:12][CH:11]=1. The catalyst class is: 4. (2) Reactant: [C:1]([NH:3][C@@H:4]1[CH2:9][CH2:8][CH2:7][CH2:6][C@@H:5]1[NH:10][C:11]1[C:20]2[C:15](=[CH:16][CH:17]=[C:18]([CH3:21])[CH:19]=2)[N:14]=[C:13]([C:22]([NH:24][CH2:25][CH2:26][O:27][CH3:28])=[O:23])[N:12]=1)#[N:2].Cl.[CH3:30][O:31][NH2:32].C(=O)([O-])[O-].[Na+].[Na+]. Product: [NH2:2][C:1]([NH:3][C@@H:4]1[CH2:9][CH2:8][CH2:7][CH2:6][C@@H:5]1[NH:10][C:11]1[C:20]2[C:15](=[CH:16][CH:17]=[C:18]([CH3:21])[CH:19]=2)[N:14]=[C:13]([C:22]([NH:24][CH2:25][CH2:26][O:27][CH3:28])=[O:23])[N:12]=1)=[N:32][O:31][CH3:30]. The catalyst class is: 8. (3) Reactant: C[O:2][C:3]([CH:5]1[CH2:9][C:8](=[CH2:10])[CH2:7][CH:6]1[NH:11][C:12]([O:14][C:15]([CH3:18])([CH3:17])[CH3:16])=[O:13])=[O:4].O[Li].O. Product: [C:15]([O:14][C:12]([NH:11][CH:6]1[CH2:7][C:8](=[CH2:10])[CH2:9][CH:5]1[C:3]([OH:4])=[O:2])=[O:13])([CH3:18])([CH3:16])[CH3:17]. The catalyst class is: 24. (4) Reactant: [CH2:1]([CH:3]([C:6]1[C:10]([CH2:11][CH2:12][CH2:13][OH:14])=[CH:9][N:8]([C:15]2[CH:20]=[CH:19][C:18]([C:21]([F:24])([F:23])[F:22])=[CH:17][N:16]=2)[N:7]=1)[CH2:4][CH3:5])[CH3:2].O[C:26]1[C:31]([O:32][CH3:33])=[CH:30][CH:29]=[CH:28][C:27]=1[CH2:34][C:35]([O:37]C)=[O:36].C(P(CCCC)CCCC)CCC.N(C(N1CCCCC1)=O)=NC(N1CCCCC1)=O. Product: [CH2:1]([CH:3]([C:6]1[C:10]([CH2:11][CH2:12][CH2:13][O:14][C:26]2[C:31]([O:32][CH3:33])=[CH:30][CH:29]=[CH:28][C:27]=2[CH2:34][C:35]([OH:37])=[O:36])=[CH:9][N:8]([C:15]2[CH:20]=[CH:19][C:18]([C:21]([F:23])([F:24])[F:22])=[CH:17][N:16]=2)[N:7]=1)[CH2:4][CH3:5])[CH3:2]. The catalyst class is: 7. (5) Reactant: C(OC([N+](C(OC(C)C)=O)=[N-])=O)(C)C.[CH2:15]([C:18]1[S:19][C:20]2[C:29]3[CH:28]=[CH:27][C:26]([OH:30])=[CH:25][C:24]=3[N:23]=[CH:22][C:21]=2[N:31]=1)[CH2:16][CH3:17].O[CH:33]1[CH2:38][CH2:37][N:36]([C:39]([O:41][C:42]([CH3:45])([CH3:44])[CH3:43])=[O:40])[CH2:35][CH2:34]1.C1(P(C2C=CC=CC=2)C2C=CC=CC=2)C=CC=CC=1. Product: [CH2:15]([C:18]1[S:19][C:20]2[C:29]3[CH:28]=[CH:27][C:26]([O:30][CH:33]4[CH2:38][CH2:37][N:36]([C:39]([O:41][C:42]([CH3:45])([CH3:44])[CH3:43])=[O:40])[CH2:35][CH2:34]4)=[CH:25][C:24]=3[N:23]=[CH:22][C:21]=2[N:31]=1)[CH2:16][CH3:17]. The catalyst class is: 7. (6) Reactant: [Cl:1][S:2]([OH:5])(=O)=[O:3].[F:6][C:7]1[CH:12]=[CH:11][C:10]([O:13][CH3:14])=[CH:9][CH:8]=1. Product: [F:6][C:7]1[CH:8]=[CH:9][C:10]([O:13][CH3:14])=[C:11]([S:2]([Cl:1])(=[O:5])=[O:3])[CH:12]=1. The catalyst class is: 25. (7) Reactant: [NH:1]1[CH2:4][CH:3]([N:5]([CH3:25])[C:6]2[CH:7]=[C:8]([N:12]3[C:20]([CH3:22])([CH3:21])[C:19]4[C:14](=[CH:15][CH:16]=[C:17]([Cl:23])[CH:18]=4)[C:13]3=[O:24])[CH:9]=[N:10][CH:11]=2)[CH2:2]1.CCN(CC)CC.[C:33](Cl)(=[O:35])[CH3:34]. Product: [C:33]([N:1]1[CH2:2][CH:3]([N:5]([CH3:25])[C:6]2[CH:7]=[C:8]([N:12]3[C:20]([CH3:21])([CH3:22])[C:19]4[C:14](=[CH:15][CH:16]=[C:17]([Cl:23])[CH:18]=4)[C:13]3=[O:24])[CH:9]=[N:10][CH:11]=2)[CH2:4]1)(=[O:35])[CH3:34]. The catalyst class is: 2. (8) Reactant: [P:1]([NH2:4])([O-:3])[O-:2].CO[C:7](OC)([O:19][C:20]([C:33]1[CH:38]=CC=CC=1)(C1C=CC=CC=1)C1C=CC=CC=1)[CH:8]1[CH2:13]CC(CP(=O)([O-])O)CC1.C([NH+:43](CC)CC)C. Product: [CH2:13]([NH2:43])[C:8]#[CH:7].[P:1]([NH2:4])(=[O:2])([O-:3])[O:19][CH2:20][C:33]#[CH:38]. The catalyst class is: 53. (9) Reactant: [C:1](OC(=O)C)(=[O:3])[CH3:2].[C:8]([O:12][C:13]([N:15]1[C@@H:20]([C@@H:21]([OH:33])[C@@H:22]([NH2:32])[CH2:23][C:24]2[CH:29]=[C:28]([F:30])[CH:27]=[C:26]([F:31])[CH:25]=2)[CH2:19][O:18][C@@H:17]([CH2:34][CH2:35][CH:36]([CH3:38])[CH3:37])[CH2:16]1)=[O:14])([CH3:11])([CH3:10])[CH3:9].C(N(CC)CC)C. Product: [C:8]([O:12][C:13]([N:15]1[C@H:20]([C@H:21]([OH:33])[C@H:22]([NH:32][C:1](=[O:3])[CH3:2])[CH2:23][C:24]2[CH:25]=[C:26]([F:31])[CH:27]=[C:28]([F:30])[CH:29]=2)[CH2:19][O:18][C@@H:17]([CH2:34][CH2:35][CH:36]([CH3:38])[CH3:37])[CH2:16]1)=[O:14])([CH3:11])([CH3:10])[CH3:9]. The catalyst class is: 7. (10) Reactant: C([N:4]1[C:12]2[C:7](=[CH:8][CH:9]=[CH:10][CH:11]=2)[CH2:6][CH2:5]1)(=O)C.C(Cl)(Cl)(Cl)[Cl:14]. Product: [Cl:14][C:9]1[CH:8]=[C:7]2[C:12](=[CH:11][CH:10]=1)[NH:4][CH2:5][CH2:6]2. The catalyst class is: 46.